From a dataset of NCI-60 drug combinations with 297,098 pairs across 59 cell lines. Regression. Given two drug SMILES strings and cell line genomic features, predict the synergy score measuring deviation from expected non-interaction effect. (1) Drug 1: CCC1(CC2CC(C3=C(CCN(C2)C1)C4=CC=CC=C4N3)(C5=C(C=C6C(=C5)C78CCN9C7C(C=CC9)(C(C(C8N6C=O)(C(=O)OC)O)OC(=O)C)CC)OC)C(=O)OC)O.OS(=O)(=O)O. Drug 2: B(C(CC(C)C)NC(=O)C(CC1=CC=CC=C1)NC(=O)C2=NC=CN=C2)(O)O. Cell line: MOLT-4. Synergy scores: CSS=92.7, Synergy_ZIP=1.51, Synergy_Bliss=0.996, Synergy_Loewe=-0.389, Synergy_HSA=0.815. (2) Drug 1: C1=C(C(=O)NC(=O)N1)F. Drug 2: C1CN(CCN1C(=O)CCBr)C(=O)CCBr. Cell line: PC-3. Synergy scores: CSS=27.0, Synergy_ZIP=-5.84, Synergy_Bliss=-2.94, Synergy_Loewe=-7.56, Synergy_HSA=-0.561. (3) Drug 1: C1=CC(=CC=C1CC(C(=O)O)N)N(CCCl)CCCl.Cl. Drug 2: CCC1(C2=C(COC1=O)C(=O)N3CC4=CC5=C(C=CC(=C5CN(C)C)O)N=C4C3=C2)O.Cl. Cell line: HS 578T. Synergy scores: CSS=4.87, Synergy_ZIP=-5.45, Synergy_Bliss=-5.37, Synergy_Loewe=-10.6, Synergy_HSA=-7.29. (4) Drug 1: CC1=C2C(C(=O)C3(C(CC4C(C3C(C(C2(C)C)(CC1OC(=O)C(C(C5=CC=CC=C5)NC(=O)OC(C)(C)C)O)O)OC(=O)C6=CC=CC=C6)(CO4)OC(=O)C)OC)C)OC. Drug 2: CC(C)CN1C=NC2=C1C3=CC=CC=C3N=C2N. Cell line: M14. Synergy scores: CSS=26.2, Synergy_ZIP=-3.36, Synergy_Bliss=-8.64, Synergy_Loewe=-44.7, Synergy_HSA=-9.29. (5) Drug 1: C1=NC2=C(N=C(N=C2N1C3C(C(C(O3)CO)O)O)F)N. Drug 2: C1CC(=O)NC(=O)C1N2C(=O)C3=CC=CC=C3C2=O. Cell line: SK-OV-3. Synergy scores: CSS=3.97, Synergy_ZIP=-5.37, Synergy_Bliss=-5.94, Synergy_Loewe=-12.7, Synergy_HSA=-6.37. (6) Drug 1: CCC1=C2CN3C(=CC4=C(C3=O)COC(=O)C4(CC)O)C2=NC5=C1C=C(C=C5)O. Drug 2: C1CN(CCN1C(=O)CCBr)C(=O)CCBr. Cell line: KM12. Synergy scores: CSS=45.4, Synergy_ZIP=-2.39, Synergy_Bliss=-0.354, Synergy_Loewe=-30.0, Synergy_HSA=2.47. (7) Drug 1: COC1=C(C=C2C(=C1)N=CN=C2NC3=CC(=C(C=C3)F)Cl)OCCCN4CCOCC4. Drug 2: CCN(CC)CCCC(C)NC1=C2C=C(C=CC2=NC3=C1C=CC(=C3)Cl)OC. Cell line: SK-MEL-2. Synergy scores: CSS=41.1, Synergy_ZIP=-4.44, Synergy_Bliss=2.66, Synergy_Loewe=4.18, Synergy_HSA=4.97.